From a dataset of Reaction yield outcomes from USPTO patents with 853,638 reactions. Predict the reaction yield, written as a fraction of the theoretical maximum amount of product (1.0 means a 100% yield; for example, 0.34 means a 34% yield). (1) The reactants are [NH2:1][C@H:2]1[CH2:11][C:10]2[C:5](=[CH:6][CH:7]=[C:8]([C:12]#[N:13])[CH:9]=2)[NH:4][CH2:3]1.CCN(C(C)C)C(C)C.[C:23]1([S:29](Cl)(=[O:31])=[O:30])[CH:28]=[CH:27][CH:26]=[CH:25][CH:24]=1. The catalyst is CC#N. The product is [C:12]([C:8]1[CH:9]=[C:10]2[C:5](=[CH:6][CH:7]=1)[NH:4][CH2:3][C@@H:2]([NH:1][S:29]([C:23]1[CH:28]=[CH:27][CH:26]=[CH:25][CH:24]=1)(=[O:31])=[O:30])[CH2:11]2)#[N:13]. The yield is 0.900. (2) The reactants are [F:1][C:2]1[CH:10]=[CH:9][C:5]([C:6]([OH:8])=[O:7])=[CH:4][C:3]=1[CH:11]=[O:12].CI.[C:15]([O-])([O-])=O.[K+].[K+]. The catalyst is CN(C=O)C.CCOC(C)=O.O. The product is [CH3:15][O:7][C:6](=[O:8])[C:5]1[CH:9]=[CH:10][C:2]([F:1])=[C:3]([CH:11]=[O:12])[CH:4]=1. The yield is 0.820. (3) The reactants are [Cl:1][C:2]1[N:7]=[C:6]2[S:8][C:9]([NH:11][C:12]3[CH:17]=[C:16]([CH2:18][C:19]4[CH:24]=[CH:23][CH:22]=[CH:21][CH:20]=4)[N:15]=[C:14](F)[N:13]=3)=[N:10][C:5]2=[CH:4][CH:3]=1.[C@H:26]1([NH2:33])[CH2:31][CH2:30][C@H:29]([NH2:32])[CH2:28][CH2:27]1. The catalyst is C(O)(C)C. The product is [NH2:32][C@H:29]1[CH2:30][CH2:31][C@H:26]([NH:33][C:14]2[N:13]=[C:12]([NH:11][C:9]3[S:8][C:6]4[C:5]([N:10]=3)=[CH:4][CH:3]=[C:2]([Cl:1])[N:7]=4)[CH:17]=[C:16]([CH2:18][C:19]3[CH:24]=[CH:23][CH:22]=[CH:21][CH:20]=3)[N:15]=2)[CH2:27][CH2:28]1. The yield is 1.00. (4) The product is [C:37]([C:35]1[CH:34]=[CH:33][C:32]([O:1][C@H:2]([C:23]2[CH:24]=[CH:25][CH:26]=[CH:27][CH:28]=2)[CH2:3][CH2:4][N:5]2[CH2:10][CH2:9][CH:8]([C:11]3[CH:12]=[C:13]([NH:17][C:18](=[O:22])[CH:19]([CH3:21])[CH3:20])[CH:14]=[CH:15][CH:16]=3)[CH2:7][CH2:6]2)=[C:31]([O:30][CH3:29])[CH:36]=1)#[N:38]. The yield is 0.765. The catalyst is C1COCC1.C(Cl)(Cl)Cl. The reactants are [OH:1][C@@H:2]([C:23]1[CH:28]=[CH:27][CH:26]=[CH:25][CH:24]=1)[CH2:3][CH2:4][N:5]1[CH2:10][CH2:9][CH:8]([C:11]2[CH:12]=[C:13]([NH:17][C:18](=[O:22])[CH:19]([CH3:21])[CH3:20])[CH:14]=[CH:15][CH:16]=2)[CH2:7][CH2:6]1.[CH3:29][O:30][C:31]1[CH:36]=[C:35]([C:37]#[N:38])[CH:34]=[CH:33][C:32]=1O.C1(P(C2C=CC=CC=2)C2C=CC=CC=2)C=CC=CC=1.N(C(OCC)=O)=NC(OCC)=O.N. (5) The reactants are CO[C:3](=[O:21])[CH:4]([C:13]1[CH:18]=[CH:17][C:16]([Cl:19])=[C:15]([Cl:20])[CH:14]=1)[CH2:5][CH:6]1[CH2:10][CH2:9][CH:8]([O:11][CH3:12])[CH2:7]1.[NH2:22][C:23]1[S:24][CH:25]=[CH:26][N:27]=1.C[O-].[Mg+2].C[O-].CO. No catalyst specified. The product is [Cl:20][C:15]1[CH:14]=[C:13]([CH:4]([CH2:5][CH:6]2[CH2:10][CH2:9][CH:8]([O:11][CH3:12])[CH2:7]2)[C:3]([NH:22][C:23]2[S:24][CH:25]=[CH:26][N:27]=2)=[O:21])[CH:18]=[CH:17][C:16]=1[Cl:19]. The yield is 0.0700. (6) The reactants are [CH:1]1([S:4]([C:7]2[CH:12]=[CH:11][C:10]([CH:13]([C:21]3[NH:25][C:24]([C:26]4[N:31]=[CH:30][C:29]([CH2:32][C:33](O)=[O:34])=[CH:28][CH:27]=4)=[CH:23][CH:22]=3)[CH2:14][CH:15]3[CH2:20][CH2:19][O:18][CH2:17][CH2:16]3)=[CH:9][CH:8]=2)(=[O:6])=[O:5])[CH2:3][CH2:2]1.C([N:38](CC)CC)C.Cl.CN(C)CCCN=C=NCC.O. The catalyst is CN(C)C=O. The product is [CH:1]1([S:4]([C:7]2[CH:8]=[CH:9][C:10]([CH:13]([C:21]3[NH:25][C:24]([C:26]4[N:31]=[CH:30][C:29]([CH2:32][C:33]([NH2:38])=[O:34])=[CH:28][CH:27]=4)=[CH:23][CH:22]=3)[CH2:14][CH:15]3[CH2:16][CH2:17][O:18][CH2:19][CH2:20]3)=[CH:11][CH:12]=2)(=[O:5])=[O:6])[CH2:2][CH2:3]1. The yield is 0.750. (7) The reactants are [C:1]1([C:7]2[C:16]3[C:11](=[CH:12][CH:13]=[CH:14][CH:15]=3)[C:10](=[O:17])[NH:9][N:8]=2)[CH:6]=[CH:5][CH:4]=[CH:3][CH:2]=1.CC([O-])(C)C.[K+].C[N:25](C=O)C.C1(P(ON)(C2C=CC=CC=2)=O)C=CC=CC=1. The catalyst is CCOC(C)=O. The product is [NH2:25][N:9]1[N:8]=[C:7]([C:1]2[CH:2]=[CH:3][CH:4]=[CH:5][CH:6]=2)[C:16]2[C:11](=[CH:12][CH:13]=[CH:14][CH:15]=2)[C:10]1=[O:17]. The yield is 0.950. (8) The reactants are [OH:1][C:2]1[CH:11]=[CH:10][C:5]2[CH2:6][O:7][B:8]([OH:9])[C:4]=2[CH:3]=1.[H-].[Na+].Br[CH:15]([C:17](=[O:20])[CH2:18][CH3:19])[CH3:16].Cl. The catalyst is CN(C=O)C. The product is [OH:9][B:8]1[C:4]2[CH:3]=[C:2]([O:1][CH:15]([C:17](=[O:20])[CH2:18][CH3:19])[CH3:16])[CH:11]=[CH:10][C:5]=2[CH2:6][O:7]1. The yield is 0.380. (9) The reactants are [C:1]([NH:4][C:5]1[S:6][C:7]([C:11]2[CH:12]=[C:13]([S:17](Cl)(=[O:19])=[O:18])[S:14][C:15]=2[Br:16])=[C:8]([CH3:10])[N:9]=1)(=[O:3])[CH3:2].C(N(CC)CC)C.[CH:28]12[O:37][CH:32]([O:33][CH:34]1[CH2:35][OH:36])[CH2:31][NH:30][CH2:29]2. The catalyst is C(Cl)Cl. The product is [Br:16][C:15]1[S:14][C:13]([S:17]([N:30]2[CH2:31][CH:32]3[O:37][CH:28]([CH:34]([CH2:35][OH:36])[O:33]3)[CH2:29]2)(=[O:19])=[O:18])=[CH:12][C:11]=1[C:7]1[S:6][C:5]([NH:4][C:1](=[O:3])[CH3:2])=[N:9][C:8]=1[CH3:10]. The yield is 0.770.